Dataset: Reaction yield outcomes from USPTO patents with 853,638 reactions. Task: Predict the reaction yield, written as a fraction of the theoretical maximum amount of product (1.0 means a 100% yield; for example, 0.34 means a 34% yield). The reactants are [Cl:1][C:2]1[CH:7]=[C:6]([NH:8][C:9]2[N:10](CC3C=CC(OC)=CC=3)[N:11]=[C:12]([CH2:14][O:15][CH3:16])[N:13]=2)[CH:5]=[C:4]([Cl:26])[N:3]=1.C(O)(C(F)(F)F)=O. No catalyst specified. The product is [Cl:1][C:2]1[CH:7]=[C:6]([NH:8][C:9]2[N:13]=[C:12]([CH2:14][O:15][CH3:16])[NH:11][N:10]=2)[CH:5]=[C:4]([Cl:26])[N:3]=1. The yield is 0.670.